Dataset: Full USPTO retrosynthesis dataset with 1.9M reactions from patents (1976-2016). Task: Predict the reactants needed to synthesize the given product. Given the product [N:25]([C@@H:2]1[CH2:6][NH:5][C:4](=[O:7])[CH2:3]1)=[N+:26]=[N-:27], predict the reactants needed to synthesize it. The reactants are: O[C@H:2]1[CH2:6][NH:5][C:4](=[O:7])[CH2:3]1.C(N(CC)CC)C.CS(Cl)(=O)=O.[Mn]([O-])(=O)(=O)=O.[N-:25]=[N+:26]=[N-:27].[Na+].